This data is from Catalyst prediction with 721,799 reactions and 888 catalyst types from USPTO. The task is: Predict which catalyst facilitates the given reaction. (1) Reactant: [N:1]1([C:6]([C:8]2[CH:9]=[C:10]3[C:14](=[CH:15][CH:16]=2)[NH:13][C:12](=[O:17])[CH2:11]3)=[O:7])[CH2:5][CH2:4][CH2:3][CH2:2]1.[O:18]=[C:19]1[C:24]2=[CH:25][NH:26][C:27]([CH:28]=O)=[C:23]2[CH2:22][CH2:21][NH:20]1.N1CCCCC1. Product: [O:17]=[C:12]1[C:11](=[CH:28][C:27]2[NH:26][CH:25]=[C:24]3[C:23]=2[CH2:22][CH2:21][NH:20][C:19]3=[O:18])[C:10]2[C:14](=[CH:15][CH:16]=[C:8]([C:6]([N:1]3[CH2:5][CH2:4][CH2:3][CH2:2]3)=[O:7])[CH:9]=2)[NH:13]1. The catalyst class is: 8. (2) Reactant: [Cl:1][C:2]1[N:7]=[C:6]2[N:8]([CH:11]3[CH2:16][CH2:15][NH:14][CH2:13][CH2:12]3)[N:9]=[CH:10][C:5]2=[C:4]([N:17]2[CH2:23][CH:22]3[O:24][CH:19]([CH2:20][CH2:21]3)[CH2:18]2)[N:3]=1.C(N(CC)CC)C.Cl[C:33]([O:35][CH:36]([CH3:38])[CH3:37])=[O:34]. Product: [CH:22]12[O:24][CH:19]([CH2:20][CH2:21]1)[CH2:18][N:17]([C:4]1[N:3]=[C:2]([Cl:1])[N:7]=[C:6]3[N:8]([CH:11]4[CH2:12][CH2:13][N:14]([C:33]([O:35][CH:36]([CH3:38])[CH3:37])=[O:34])[CH2:15][CH2:16]4)[N:9]=[CH:10][C:5]=13)[CH2:23]2. The catalyst class is: 426. (3) Reactant: [CH3:1][C:2]1[CH:7]=[CH:6][CH:5]=[C:4]([CH3:8])[C:3]=1[C:9]1[C:14]2[CH2:15][CH:16]([CH2:18][N:19]=[N+]=[N-])[O:17][C:13]=2[CH:12]=[CH:11][CH:10]=1. Product: [CH3:1][C:2]1[CH:7]=[CH:6][CH:5]=[C:4]([CH3:8])[C:3]=1[C:9]1[C:14]2[CH2:15][CH:16]([CH2:18][NH2:19])[O:17][C:13]=2[CH:12]=[CH:11][CH:10]=1. The catalyst class is: 45. (4) Reactant: N1C=CC=CC=1S[C:8](=[O:17])[C:9]1[CH:14]=[CH:13][C:12]([Br:15])=[CH:11][C:10]=1[Cl:16].[CH3:18][Mg]Br.C1(C)C=CC=CC=1.C1COCC1. Product: [Br:15][C:12]1[CH:13]=[CH:14][C:9]([C:8](=[O:17])[CH3:18])=[C:10]([Cl:16])[CH:11]=1. The catalyst class is: 1. (5) Reactant: C([O:8][C@@H:9]1[C@@H:14]([O:15]CC2C=CC=CC=2)[C@@H:13]([O:23]CC2C=CC=CC=2)[C@@H:12]([CH2:31][O:32]CC2C=CC=CC=2)[O:11][C@:10]21[C:59]1[C:42](=[CH:43][C:44]3[O:48][N:47]=[C:46]([CH2:49][C:50]4[CH:55]=[CH:54][C:53]([CH2:56][CH3:57])=[CH:52][CH:51]=4)[C:45]=3[CH:58]=1)[CH2:41][O:40]2)C1C=CC=CC=1.CC1C(C)=C(C)C(C)=C(C)C=1.B(Cl)(Cl)Cl.CO. Product: [CH2:56]([C:53]1[CH:54]=[CH:55][C:50]([CH2:49][C:46]2[C:45]3[CH:58]=[C:59]4[C@:10]5([C@H:9]([OH:8])[C@@H:14]([OH:15])[C@H:13]([OH:23])[C@@H:12]([CH2:31][OH:32])[O:11]5)[O:40][CH2:41][C:42]4=[CH:43][C:44]=3[O:48][N:47]=2)=[CH:51][CH:52]=1)[CH3:57]. The catalyst class is: 4. (6) Reactant: [Cl:1][C:2]1[N:11]=[C:10](Cl)[C:9]2[CH2:8][CH2:7][CH2:6][CH2:5][C:4]=2[N:3]=1.[CH3:13][NH2:14].C([O-])(O)=O.[Na+]. Product: [Cl:1][C:2]1[N:11]=[C:10]([NH:14][CH3:13])[C:9]2[CH2:8][CH2:7][CH2:6][CH2:5][C:4]=2[N:3]=1. The catalyst class is: 1. (7) Reactant: [CH:1]12[O:8][CH:5]([CH2:6][CH2:7]1)[CH2:4][N:3]([C:9]1[S:10][CH:11]=[C:12]([CH2:14][OH:15])[N:13]=1)[CH2:2]2.[CH3:16][C:17]([Si:20](Cl)([CH3:22])[CH3:21])([CH3:19])[CH3:18].N1C=CN=C1.CCO. Product: [Si:20]([O:15][CH2:14][C:12]1[N:13]=[C:9]([N:3]2[CH2:2][CH:1]3[O:8][CH:5]([CH2:6][CH2:7]3)[CH2:4]2)[S:10][CH:11]=1)([C:17]([CH3:19])([CH3:18])[CH3:16])([CH3:22])[CH3:21]. The catalyst class is: 3. (8) Reactant: [CH2:1]([C:8]1([C:12]2[CH:13]=[C:14]([CH:28]=[CH:29][CH:30]=2)[O:15][CH2:16][CH2:17][NH:18][S:19]([C:22]2[N:23]=[CH:24][N:25]([CH3:27])[CH:26]=2)(=[O:21])=[O:20])[CH2:11][NH:10][CH2:9]1)[C:2]1[CH:7]=[CH:6][CH:5]=[CH:4][CH:3]=1.C(NC(C)C)(C)C.[F:38][CH2:39][C:40](Cl)=[O:41]. Product: [CH2:1]([C:8]1([C:12]2[CH:13]=[C:14]([CH:28]=[CH:29][CH:30]=2)[O:15][CH2:16][CH2:17][NH:18][S:19]([C:22]2[N:23]=[CH:24][N:25]([CH3:27])[CH:26]=2)(=[O:21])=[O:20])[CH2:11][N:10]([C:40](=[O:41])[CH2:39][F:38])[CH2:9]1)[C:2]1[CH:7]=[CH:6][CH:5]=[CH:4][CH:3]=1. The catalyst class is: 4. (9) Reactant: C([O:3][C:4](=O)[CH2:5][C:6]([C@@H:8]1[CH2:13][CH2:12][N:11]([C:14]([O:16][CH3:17])=[O:15])[C@@H:10]([CH2:18][C:19]2[CH:24]=[CH:23][C:22]([O:25][C:26]([F:29])([F:28])[F:27])=[CH:21][CH:20]=2)[CH2:9]1)=[O:7])C.[OH-].[Na+].[NH2:33]O.Cl. Product: [O:3]=[C:4]1[CH:5]=[C:6]([C@@H:8]2[CH2:13][CH2:12][N:11]([C:14]([O:16][CH3:17])=[O:15])[C@@H:10]([CH2:18][C:19]3[CH:24]=[CH:23][C:22]([O:25][C:26]([F:29])([F:28])[F:27])=[CH:21][CH:20]=3)[CH2:9]2)[O:7][NH:33]1. The catalyst class is: 24. (10) Reactant: Cl[C:2]1[CH:7]=[C:6]([NH:8][C:9]2[CH:14]=[CH:13][CH:12]=[CH:11][N:10]=2)[C:5]([C:15]([F:18])([F:17])[F:16])=[CH:4][N:3]=1.[CH3:19][O:20][C:21]1[CH:27]=[C:26]([N:28]2[CH2:33][CH2:32][O:31][CH2:30][CH2:29]2)[CH:25]=[CH:24][C:22]=1[NH2:23].CC1(C)C2C(=C(P(C3C=CC=CC=3)C3C=CC=CC=3)C=CC=2)OC2C(P(C3C=CC=CC=3)C3C=CC=CC=3)=CC=CC1=2.[C:76](=[O:79])([O-])[O-:77].[Cs+].[Cs+]. Product: [C:76]([OH:77])([C:15]([F:18])([F:17])[F:16])=[O:79].[CH3:19][O:20][C:21]1[CH:27]=[C:26]([N:28]2[CH2:29][CH2:30][O:31][CH2:32][CH2:33]2)[CH:25]=[CH:24][C:22]=1[NH:23][C:2]1[CH:7]=[C:6]([NH:8][C:9]2[CH:14]=[CH:13][CH:12]=[CH:11][N:10]=2)[C:5]([C:15]([F:18])([F:17])[F:16])=[CH:4][N:3]=1. The catalyst class is: 62.